From a dataset of Full USPTO retrosynthesis dataset with 1.9M reactions from patents (1976-2016). Predict the reactants needed to synthesize the given product. (1) The reactants are: C(OC([N:8]1[CH2:13][C:12]([CH3:15])([CH3:14])[N:11]([CH2:16][C:17]2[CH:22]=[C:21]([C:23]3[CH:28]=[CH:27][C:26]([OH:29])=[CH:25][CH:24]=3)[N:20]=[C:19]3[N:30](C4CCCCO4)[N:31]=[C:32]([CH3:33])[C:18]=23)[CH2:10][C:9]1([CH2:41][CH3:42])[CH3:40])=O)(C)(C)C.Cl. Given the product [CH2:41]([C:9]1([CH3:40])[CH2:10][N:11]([CH2:16][C:17]2[CH:22]=[C:21]([C:23]3[CH:24]=[CH:25][C:26]([OH:29])=[CH:27][CH:28]=3)[N:20]=[C:19]3[NH:30][N:31]=[C:32]([CH3:33])[C:18]=23)[C:12]([CH3:15])([CH3:14])[CH2:13][NH:8]1)[CH3:42], predict the reactants needed to synthesize it. (2) The reactants are: [CH2:1]=[C:2]1[CH2:5][N:4]([C:6]([O:8][C:9]([CH3:12])([CH3:11])[CH3:10])=[O:7])[CH2:3]1.[Cl:13][C:14]([Cl:19])(Cl)[C:15](Cl)=[O:16]. Given the product [Cl:13][C:14]1([Cl:19])[C:15](=[O:16])[CH2:1][C:2]21[CH2:3][N:4]([C:6]([O:8][C:9]([CH3:12])([CH3:11])[CH3:10])=[O:7])[CH2:5]2, predict the reactants needed to synthesize it. (3) Given the product [Cl:1][C:2]1[CH:7]=[CH:6][C:5]([C:8]2[NH:9][C:10]3[C:15]([C:16]=2[CH2:17][C:18]([NH:57][S:54]([CH2:52][CH3:53])(=[O:56])=[O:55])=[O:19])=[CH:14][CH:13]=[CH:12][CH:11]=3)=[CH:4][C:3]=1[S:21]([NH:22][CH:23]1[CH2:28][CH2:27][CH2:26][CH2:25][CH2:24]1)(=[O:30])=[O:29], predict the reactants needed to synthesize it. The reactants are: [Cl:1][C:2]1[CH:7]=[CH:6][C:5]([C:8]2[NH:9][C:10]3[C:15]([C:16]=2[CH2:17][C:18](O)=[O:19])=[CH:14][CH:13]=[CH:12][CH:11]=3)=[CH:4][C:3]=1[S:21](=[O:30])(=[O:29])[NH:22][CH:23]1[CH2:28][CH2:27][CH2:26][CH2:25][CH2:24]1.Cl.CN(C)CCCN=C=NCC.CN(C1C=CC=CN=1)C.[CH2:52]([S:54]([NH2:57])(=[O:56])=[O:55])[CH3:53].